Dataset: Reaction yield outcomes from USPTO patents with 853,638 reactions. Task: Predict the reaction yield, written as a fraction of the theoretical maximum amount of product (1.0 means a 100% yield; for example, 0.34 means a 34% yield). (1) The reactants are [C:1]([O:10]C)(=O)[C:2]1[C:3](=[CH:5][CH:6]=[CH:7][CH:8]=1)[SH:4].[C:12]([C:14]1[CH:19]=[CH:18][CH:17]=[C:16]([CH2:20][CH3:21])[N:15]=1)#[N:13].C(N(CC)CC)C. The catalyst is C1(C)C=CC=CC=1. The product is [CH2:20]([C:16]1[N:15]=[C:14]([C:12]2[S:4][C:3]3[CH:5]=[CH:6][CH:7]=[CH:8][C:2]=3[C:1](=[O:10])[N:13]=2)[CH:19]=[CH:18][CH:17]=1)[CH3:21]. The yield is 0.220. (2) The reactants are [Br:1][C:2]1[N:3]=[C:4]([C:9]#[C:10][Si](C)(C)C)[C:5]([NH2:8])=[N:6][CH:7]=1.[H-].[Na+].[C:17]1([CH3:27])[CH:22]=[CH:21][C:20]([S:23](Cl)(=[O:25])=[O:24])=[CH:19][CH:18]=1. The catalyst is CN(C=O)C. The product is [Br:1][C:2]1[N:3]=[C:4]2[CH:9]=[CH:10][N:8]([S:23]([C:20]3[CH:21]=[CH:22][C:17]([CH3:27])=[CH:18][CH:19]=3)(=[O:25])=[O:24])[C:5]2=[N:6][CH:7]=1. The yield is 0.520.